Dataset: Forward reaction prediction with 1.9M reactions from USPTO patents (1976-2016). Task: Predict the product of the given reaction. (1) Given the reactants [S:1]1[CH:5]=[C:4]([CH2:6][C:7]#[N:8])[C:3]2[CH:9]=[CH:10][CH:11]=[CH:12][C:2]1=2.[H-].[H-].[H-].[H-].[Li+].[Al+3], predict the reaction product. The product is: [S:1]1[CH:5]=[C:4]([CH2:6][CH2:7][NH2:8])[C:3]2[CH:9]=[CH:10][CH:11]=[CH:12][C:2]1=2. (2) Given the reactants N1(CC2N3C=C(C)C=CC3=NC=2C2C=CC(C)=CC=2)C=CN=C1.Cl.Cl[CH2:26][C:27]1[N:31]2[CH:32]=[C:33]([F:36])[CH:34]=[CH:35][C:30]2=[N:29][C:28]=1[C:37]1[CH:42]=[CH:41][C:40]([F:43])=[CH:39][CH:38]=1.[NH:44]1[C:48]([C:49]([O:51][CH3:52])=[O:50])=[N:47][CH:46]=[N:45]1, predict the reaction product. The product is: [F:36][C:33]1[CH:34]=[CH:35][C:30]2[N:31]([C:27]([CH2:26][N:44]3[C:48]([C:49]([O:51][CH3:52])=[O:50])=[N:47][CH:46]=[N:45]3)=[C:28]([C:37]3[CH:42]=[CH:41][C:40]([F:43])=[CH:39][CH:38]=3)[N:29]=2)[CH:32]=1. (3) Given the reactants [C:1]([O:5][C:6]([N:8]1[CH2:13][CH2:12][CH:11]([N:14]2[CH2:20][CH2:19][CH2:18][CH2:17][C:16]3[CH:21]=[C:22]([NH2:25])[CH:23]=[CH:24][C:15]2=3)[CH2:10][CH2:9]1)=[O:7])([CH3:4])([CH3:3])[CH3:2].I.[S:27]1[CH:31]=[CH:30][CH:29]=[C:28]1[C:32](SC)=[NH:33], predict the reaction product. The product is: [S:27]1[CH:31]=[CH:30][CH:29]=[C:28]1[C:32](=[NH:33])[NH:25][C:22]1[CH:23]=[CH:24][C:15]2[N:14]([CH:11]3[CH2:10][CH2:9][N:8]([C:6]([O:5][C:1]([CH3:4])([CH3:2])[CH3:3])=[O:7])[CH2:13][CH2:12]3)[CH2:20][CH2:19][CH2:18][CH2:17][C:16]=2[CH:21]=1. (4) Given the reactants [CH3:1][N:2]([CH3:19])[C:3]1[CH:8]=[CH:7][N:6]2[CH:9]=[C:10]([C:12]3[CH:17]=[CH:16][C:15]([OH:18])=[CH:14][CH:13]=3)[N:11]=[C:5]2[CH:4]=1.CC1C=CC(S(O[CH2:31][F:32])(=O)=O)=CC=1, predict the reaction product. The product is: [F:32][CH2:31][O:18][C:15]1[CH:16]=[CH:17][C:12]([C:10]2[N:11]=[C:5]3[CH:4]=[C:3]([N:2]([CH3:19])[CH3:1])[CH:8]=[CH:7][N:6]3[CH:9]=2)=[CH:13][CH:14]=1. (5) Given the reactants [ClH:1].[CH3:2][C@@H:3]([CH2:40][CH3:41])[C@H:4]([NH:32]C(=O)OC(C)(C)C)[C:5](=[O:31])[NH:6][CH2:7][CH2:8][C:9](=[O:30])[NH:10][C:11](=[O:29])[CH2:12][C:13]1[CH:18]=[CH:17][C:16]([CH2:19][CH2:20][CH2:21][CH2:22][C:23]2[CH:28]=[CH:27][CH:26]=[CH:25][CH:24]=2)=[CH:15][CH:14]=1, predict the reaction product. The product is: [ClH:1].[NH2:32][C@@H:4]([C@@H:3]([CH3:2])[CH2:40][CH3:41])[C:5]([NH:6][CH2:7][CH2:8][C:9](=[O:30])[NH:10][C:11](=[O:29])[CH2:12][C:13]1[CH:14]=[CH:15][C:16]([CH2:19][CH2:20][CH2:21][CH2:22][C:23]2[CH:24]=[CH:25][CH:26]=[CH:27][CH:28]=2)=[CH:17][CH:18]=1)=[O:31]. (6) The product is: [CH3:2][C:1]1[C:4]2[CH2:5][N:6]([C:11]([O:13][C:14]([CH3:17])([CH3:16])[CH3:15])=[O:12])[CH2:7][CH2:8][C:9]=2[NH:19][N:18]=1. Given the reactants [C:1]([CH:4]1[C:9](=O)[CH2:8][CH2:7][N:6]([C:11]([O:13][C:14]([CH3:17])([CH3:16])[CH3:15])=[O:12])[CH2:5]1)(=O)[CH3:2].[NH2:18][NH2:19].O, predict the reaction product.